This data is from Reaction yield outcomes from USPTO patents with 853,638 reactions. The task is: Predict the reaction yield, written as a fraction of the theoretical maximum amount of product (1.0 means a 100% yield; for example, 0.34 means a 34% yield). The reactants are [ClH:1].[NH2:2][C@H:3]([C:9]([OH:11])=O)[CH2:4][CH2:5][CH2:6][CH2:7][NH2:8].[OH-].[Na+]. The catalyst is C(O)C(O)C. The product is [ClH:1].[NH2:2][CH:3]1[CH2:4][CH2:5][CH2:6][CH2:7][NH:8][C:9]1=[O:11]. The yield is 0.740.